The task is: Predict the reaction yield, written as a fraction of the theoretical maximum amount of product (1.0 means a 100% yield; for example, 0.34 means a 34% yield).. This data is from Reaction yield outcomes from USPTO patents with 853,638 reactions. (1) The reactants are [CH3:1][C:2]1[CH:7]=[CH:6][C:5]([S:8]([N:11]2[CH2:15][CH2:14][CH2:13][C@@H:12]2[CH2:16][CH2:17][OH:18])(=[O:10])=[O:9])=[CH:4][C:3]=1[N+:19]([O-])=O.CO.O.NN. The catalyst is O1CCCC1.[Ni]. The product is [NH2:19][C:3]1[CH:4]=[C:5]([S:8]([N:11]2[CH2:15][CH2:14][CH2:13][C@@H:12]2[CH2:16][CH2:17][OH:18])(=[O:10])=[O:9])[CH:6]=[CH:7][C:2]=1[CH3:1]. The yield is 0.950. (2) The reactants are [C:1]([O:5][C:6]([N:8]1[CH2:13][CH2:12][CH:11]([CH:14]=O)[CH2:10][CH2:9]1)=[O:7])([CH3:4])([CH3:3])[CH3:2].Cl.[CH2:17]([O:19][C:20](=[O:25])[C@H:21]([CH2:23][SH:24])[NH2:22])[CH3:18].C(N(CC)CC)C. The catalyst is C1(C)C=CC=CC=1. The product is [C:1]([O:5][C:6]([N:8]1[CH2:9][CH2:10][CH:11]([C:14]2[S:24][CH2:23][CH:21]([C:20]([O:19][CH2:17][CH3:18])=[O:25])[N:22]=2)[CH2:12][CH2:13]1)=[O:7])([CH3:2])([CH3:3])[CH3:4]. The yield is 0.750. (3) The reactants are [CH3:1][N:2]([CH3:27])[S:3]([N:6]1[CH:10]=[C:9]([C:11]2[CH:19]=[CH:18][C:14]3[O:15][CH2:16][O:17][C:13]=3[CH:12]=2)[C:8]([C:20]2[CH:25]=[CH:24][CH:23]=[C:22](Br)[N:21]=2)=[N:7]1)(=[O:5])=[O:4].[CH2:28]([Sn](CCCC)(CCCC)C=C)[CH2:29]CC. The catalyst is C1COCC1.C1(P([Pd](P(C2C=CC=CC=2)(C2C=CC=CC=2)C2C=CC=CC=2)(P(C2C=CC=CC=2)(C2C=CC=CC=2)C2C=CC=CC=2)P(C2C=CC=CC=2)(C2C=CC=CC=2)C2C=CC=CC=2)(C2C=CC=CC=2)C2C=CC=CC=2)C=CC=CC=1. The product is [CH3:1][N:2]([CH3:27])[S:3]([N:6]1[CH:10]=[C:9]([C:11]2[CH:19]=[CH:18][C:14]3[O:15][CH2:16][O:17][C:13]=3[CH:12]=2)[C:8]([C:20]2[CH:25]=[CH:24][CH:23]=[C:22]([CH:28]=[CH2:29])[N:21]=2)=[N:7]1)(=[O:5])=[O:4]. The yield is 0.990. (4) The reactants are [CH3:1][O:2][C:3]1[CH:4]=[C:5]2[C:10](=[CH:11][C:12]=1[O:13][CH3:14])[N:9]=[CH:8][CH:7]=[C:6]2[O:15][C:16]1[C:22]([CH3:23])=[CH:21][C:19]([NH2:20])=[C:18]([CH3:24])[CH:17]=1.C1(C)C=CC=CC=1.C(N(CC)CC)C.Cl[C:40](Cl)([O:42]C(=O)OC(Cl)(Cl)Cl)Cl.[F:51][C:52]1[CH:60]=[CH:59][C:55]([CH:56]([OH:58])[CH3:57])=[CH:54][CH:53]=1. The catalyst is C(Cl)Cl. The product is [CH3:1][O:2][C:3]1[CH:4]=[C:5]2[C:10](=[CH:11][C:12]=1[O:13][CH3:14])[N:9]=[CH:8][CH:7]=[C:6]2[O:15][C:16]1[C:22]([CH3:23])=[CH:21][C:19]([NH:20][C:40](=[O:42])[O:58][CH:56]([C:55]2[CH:59]=[CH:60][C:52]([F:51])=[CH:53][CH:54]=2)[CH3:57])=[C:18]([CH3:24])[CH:17]=1. The yield is 0.640. (5) The reactants are [CH2:1]([O:3][C:4](=[N:6][OH:7])[CH3:5])[CH3:2].C(O[K])(C)(C)C.[CH2:14]([O:21][C:22](=[O:30])[C:23]1[CH:28]=[CH:27][C:26](F)=[CH:25][CH:24]=1)[C:15]1[CH:20]=[CH:19][CH:18]=[CH:17][CH:16]=1. The catalyst is CN(C=O)C.O. The product is [CH2:1]([O:3][C:4](=[N:6][O:7][C:26]1[CH:25]=[CH:24][C:23]([C:22]([O:21][CH2:14][C:15]2[CH:20]=[CH:19][CH:18]=[CH:17][CH:16]=2)=[O:30])=[CH:28][CH:27]=1)[CH3:5])[CH3:2]. The yield is 0.580. (6) The reactants are C[Si](Cl)(C)C.[NH2:6][C@H:7]([C:13]([OH:15])=O)[CH2:8][CH2:9][C:10]([OH:12])=[O:11].[CH3:16]CN(CC)CC.[CH3:23][C:24]([O:27][C:28](O[C:28]([O:27][C:24]([CH3:26])([CH3:25])[CH3:23])=[O:29])=[O:29])([CH3:26])[CH3:25].[CH3:38][OH:39]. No catalyst specified. The product is [CH3:38][O:39][C:13](=[O:15])[C@H:7]([CH2:8][CH2:9][C:10]([O:12][CH3:16])=[O:11])[NH:6][C:28]([O:27][C:24]([CH3:26])([CH3:25])[CH3:23])=[O:29]. The yield is 0.950.